Dataset: NCI-60 drug combinations with 297,098 pairs across 59 cell lines. Task: Regression. Given two drug SMILES strings and cell line genomic features, predict the synergy score measuring deviation from expected non-interaction effect. Drug 1: C1=NC2=C(N1)C(=S)N=C(N2)N. Drug 2: CC=C1C(=O)NC(C(=O)OC2CC(=O)NC(C(=O)NC(CSSCCC=C2)C(=O)N1)C(C)C)C(C)C. Cell line: LOX IMVI. Synergy scores: CSS=76.8, Synergy_ZIP=5.33, Synergy_Bliss=4.60, Synergy_Loewe=4.59, Synergy_HSA=6.31.